This data is from Peptide-MHC class II binding affinity with 134,281 pairs from IEDB. The task is: Regression. Given a peptide amino acid sequence and an MHC pseudo amino acid sequence, predict their binding affinity value. This is MHC class II binding data. (1) The peptide sequence is AMTKGEGGVWT. The MHC is DRB1_0301 with pseudo-sequence DRB1_0301. The binding affinity (normalized) is 0. (2) The peptide sequence is LDAKSTWYGKPTGAG. The MHC is HLA-DQA10401-DQB10402 with pseudo-sequence HLA-DQA10401-DQB10402. The binding affinity (normalized) is 0.0387. (3) The peptide sequence is EPIAPYHFDLSGHAF. The MHC is HLA-DPA10103-DPB10401 with pseudo-sequence HLA-DPA10103-DPB10401. The binding affinity (normalized) is 0.153. (4) The peptide sequence is DANNYEQQEQASQQI. The MHC is HLA-DPA10301-DPB10402 with pseudo-sequence HLA-DPA10301-DPB10402. The binding affinity (normalized) is 0.0448. (5) The peptide sequence is LESILIKPSNSEDLL. The MHC is H-2-IEd with pseudo-sequence H-2-IEd. The binding affinity (normalized) is 0.104. (6) The peptide sequence is FVAGAKYMVIQGEPG. The MHC is DRB1_1602 with pseudo-sequence DRB1_1602. The binding affinity (normalized) is 0.476. (7) The MHC is HLA-DQA10501-DQB10301 with pseudo-sequence HLA-DQA10501-DQB10301. The peptide sequence is KPSLFGQAAAGDK. The binding affinity (normalized) is 0.111. (8) The peptide sequence is FLLYVVVVDLPTHIA. The MHC is DRB1_0701 with pseudo-sequence DRB1_0701. The binding affinity (normalized) is 0.